This data is from Full USPTO retrosynthesis dataset with 1.9M reactions from patents (1976-2016). The task is: Predict the reactants needed to synthesize the given product. (1) Given the product [O:75]=[C:70]1[CH2:71][CH2:72][C:73](=[O:74])[N:69]1[O:2][C:1](=[O:3])[CH2:4][CH2:5][CH2:6][N:7]([CH3:67])[C@H:8]([C:12]([NH:14][C@H:15]([C:19]([N:21]([C@@H:23]([C@@H:63]([CH3:66])[CH2:64][CH3:65])[C@H:24]([O:61][CH3:62])[CH2:25][C:26]([N:28]1[CH2:32][CH2:31][CH2:30][C@H:29]1[C@H:33]([O:59][CH3:60])[C@@H:34]([CH3:58])[C:35](=[O:57])[NH:36][C@H:37](/[CH:45]=[CH:46]/[C:47]1[CH:48]=[CH:49][C:50]([S:53]([OH:56])(=[O:55])=[O:54])=[CH:51][CH:52]=1)[CH2:38][C:39]1[CH:40]=[CH:41][CH:42]=[CH:43][CH:44]=1)=[O:27])[CH3:22])=[O:20])[CH:16]([CH3:18])[CH3:17])=[O:13])[CH:9]([CH3:11])[CH3:10], predict the reactants needed to synthesize it. The reactants are: [C:1]([CH2:4][CH2:5][CH2:6][N:7]([CH3:67])[C@H:8]([C:12]([NH:14][C@H:15]([C:19]([N:21]([C@@H:23]([C@@H:63]([CH3:66])[CH2:64][CH3:65])[C@H:24]([O:61][CH3:62])[CH2:25][C:26]([N:28]1[CH2:32][CH2:31][CH2:30][C@H:29]1[C@H:33]([O:59][CH3:60])[C@@H:34]([CH3:58])[C:35](=[O:57])[NH:36][C@H:37](/[CH:45]=[CH:46]/[C:47]1[CH:52]=[CH:51][C:50]([S:53]([OH:56])(=[O:55])=[O:54])=[CH:49][CH:48]=1)[CH2:38][C:39]1[CH:44]=[CH:43][CH:42]=[CH:41][CH:40]=1)=[O:27])[CH3:22])=[O:20])[CH:16]([CH3:18])[CH3:17])=[O:13])[CH:9]([CH3:11])[CH3:10])([OH:3])=[O:2].O[N:69]1[C:73](=[O:74])[CH2:72][CH2:71][C:70]1=[O:75].CCN=C=NCCCN(C)C.CCN(C(C)C)C(C)C. (2) Given the product [OH:8][C:6]1[CH:7]=[C:2]([N:40]2[C:41]3[C:37](=[CH:36][C:35]([C:33]#[N:34])=[CH:43][CH:42]=3)[CH:38]=[CH:39]2)[CH:3]=[C:4]([NH:18][C:19]2[CH:20]=[N:21][CH:22]=[CH:23][CH:24]=2)[CH:5]=1, predict the reactants needed to synthesize it. The reactants are: Br[C:2]1[CH:3]=[C:4]([NH:18][C:19]2[CH:20]=[N:21][CH:22]=[CH:23][CH:24]=2)[CH:5]=[C:6]([O:8]CC2C=CC(OC)=CC=2)[CH:7]=1.P([O-])([O-])([O-])=O.[K+].[K+].[K+].[C:33]([C:35]1[CH:36]=[C:37]2[C:41](=[CH:42][CH:43]=1)[NH:40][CH:39]=[CH:38]2)#[N:34].CNCCNC. (3) The reactants are: [Cl:1][C:2]1[C:10]([F:11])=[C:9]2[C:5]([C:6](SC3C(F)=C(C=CC=3)C(OCC)=O)=[CH:7][N:8]2[C:12]2[CH:13]=[N:14][N:15]([CH2:17][CH3:18])[CH:16]=2)=[CH:4][CH:3]=1.[CH2:32]1[C:37](=O)N(Cl)C(=O)[CH2:33]1. Given the product [Cl:1][C:2]1[C:10]([F:11])=[C:9]2[C:5]([CH:6]=[C:7]([CH:33]3[CH2:32][CH2:37]3)[N:8]2[C:12]2[CH:13]=[N:14][N:15]([CH2:17][CH3:18])[CH:16]=2)=[CH:4][CH:3]=1, predict the reactants needed to synthesize it. (4) Given the product [Br:1][C:7]1[C:6]2[C:5](=[CH:12][C:11]([N+:13]([O-:15])=[O:14])=[CH:10][CH:9]=2)[CH:4]=[C:2]([NH:3][C:16](=[O:19])[CH3:17])[N:8]=1, predict the reactants needed to synthesize it. The reactants are: [BrH:1].[C:2]([CH2:4][C:5]1[CH:12]=[C:11]([N+:13]([O-:15])=[O:14])[CH:10]=[CH:9][C:6]=1[C:7]#[N:8])#[N:3].[C:16]([OH:19])(=O)[CH3:17]. (5) Given the product [OH:32][C:5]1[CH:4]=[C:3]([O:2][CH3:1])[CH:8]=[C:7]([CH3:9])[C:6]=1[C:10]([C:12]1[CH:17]=[CH:16][C:15]([O:18][CH2:19][C:20]2[N:21]=[C:22]([C:26]3[CH:27]=[CH:28][CH:29]=[CH:30][CH:31]=3)[O:23][C:24]=2[CH3:25])=[CH:14][CH:13]=1)=[O:11], predict the reactants needed to synthesize it. The reactants are: [CH3:1][O:2][C:3]1[CH:8]=[C:7]([CH3:9])[C:6]([C:10]([C:12]2[CH:17]=[CH:16][C:15]([O:18][CH2:19][C:20]3[N:21]=[C:22]([C:26]4[CH:31]=[CH:30][CH:29]=[CH:28][CH:27]=4)[O:23][C:24]=3[CH3:25])=[CH:14][CH:13]=2)=[O:11])=[C:5]([O:32]COC)[CH:4]=1.Cl. (6) Given the product [Br:1][C:2]1[CH:3]=[C:4]([C:11]([OH:13])=[O:20])[CH:5]=[C:6]2[C:10]=1[CH2:9][CH2:8][CH2:7]2, predict the reactants needed to synthesize it. The reactants are: [Br:1][C:2]1[CH:3]=[C:4]([C:11](=[O:13])C)[CH:5]=[C:6]2[C:10]=1[CH2:9][CH2:8][CH2:7]2.[O-]Cl.[Na+].[OH-].[Na+].S(S([O-])=O)([O-])(=O)=[O:20].[Na+].[Na+]. (7) Given the product [Cl:103][C:100]1[CH:101]=[C:102]2[C:97](=[C:98]([Cl:104])[CH:99]=1)[CH2:96][N:95]([CH3:105])[CH2:94][CH:93]2[C:89]1[CH:88]=[C:87]([S:84]([NH:83][CH2:82][CH2:81][O:80][CH2:79][CH2:78][O:77][CH2:76][CH2:75][O:74][CH2:73][CH2:72][O:71][CH2:70][CH2:69][O:68][CH2:67][CH2:66][O:65][CH2:64][CH2:63][O:62][CH2:61][CH2:60][O:59][CH2:58][CH2:57][O:56][CH2:55][CH2:54][O:53][CH2:52][CH2:51][NH:50][C:31](=[O:33])[CH2:30][CH2:29][O:28][CH2:27][CH2:26][O:25][CH2:24][CH2:23][O:22][CH2:21][CH2:20][O:19][CH2:18][CH2:17][O:16][CH2:15][CH2:14][O:13][CH2:12][CH2:11][O:10][CH2:9][CH2:8][O:7][CH2:6][CH2:5][O:4][CH2:3][CH2:2][C:1]([NH:50][CH2:51][CH2:52][O:53][CH2:54][CH2:55][O:56][CH2:57][CH2:58][O:59][CH2:60][CH2:61][O:62][CH2:63][CH2:64][O:65][CH2:66][CH2:67][O:68][CH2:69][CH2:70][O:71][CH2:72][CH2:73][O:74][CH2:75][CH2:76][O:77][CH2:78][CH2:79][O:80][CH2:81][CH2:82][NH:83][S:84]([C:87]2[CH:92]=[CH:91][CH:90]=[C:89]([CH:93]3[C:102]4[C:97](=[C:98]([Cl:104])[CH:99]=[C:100]([Cl:103])[CH:101]=4)[CH2:96][N:95]([CH3:105])[CH2:94]3)[CH:88]=2)(=[O:86])=[O:85])=[O:42])(=[O:86])=[O:85])[CH:92]=[CH:91][CH:90]=1, predict the reactants needed to synthesize it. The reactants are: [C:1]([O:42]N1C(=O)CCC1=O)(=O)[CH2:2][CH2:3][O:4][CH2:5][CH2:6][O:7][CH2:8][CH2:9][O:10][CH2:11][CH2:12][O:13][CH2:14][CH2:15][O:16][CH2:17][CH2:18][O:19][CH2:20][CH2:21][O:22][CH2:23][CH2:24][O:25][CH2:26][CH2:27][O:28][CH2:29][CH2:30][C:31]([O:33]N1C(=O)CCC1=O)=O.[NH2:50][CH2:51][CH2:52][O:53][CH2:54][CH2:55][O:56][CH2:57][CH2:58][O:59][CH2:60][CH2:61][O:62][CH2:63][CH2:64][O:65][CH2:66][CH2:67][O:68][CH2:69][CH2:70][O:71][CH2:72][CH2:73][O:74][CH2:75][CH2:76][O:77][CH2:78][CH2:79][O:80][CH2:81][CH2:82][NH:83][S:84]([C:87]1[CH:92]=[CH:91][CH:90]=[C:89]([CH:93]2[C:102]3[C:97](=[C:98]([Cl:104])[CH:99]=[C:100]([Cl:103])[CH:101]=3)[CH2:96][N:95]([CH3:105])[CH2:94]2)[CH:88]=1)(=[O:86])=[O:85].